This data is from Forward reaction prediction with 1.9M reactions from USPTO patents (1976-2016). The task is: Predict the product of the given reaction. (1) Given the reactants [Cl:1][C:2]1[CH:21]=[C:20]([Cl:22])[CH:19]=[CH:18][C:3]=1[O:4][CH2:5][C:6]([NH:8][C:9]1[CH:10]=[C:11]([CH:15]=[CH:16][CH:17]=1)[C:12](O)=[O:13])=[O:7].[CH3:23][NH:24][CH3:25].C(Cl)CCl.C1C=CC2N(O)N=NC=2C=1.CCN(C(C)C)C(C)C, predict the reaction product. The product is: [Cl:1][C:2]1[CH:21]=[C:20]([Cl:22])[CH:19]=[CH:18][C:3]=1[O:4][CH2:5][C:6]([NH:8][C:9]1[CH:10]=[C:11]([CH:15]=[CH:16][CH:17]=1)[C:12]([N:24]([CH3:25])[CH3:23])=[O:13])=[O:7]. (2) Given the reactants CO[C:3](=[O:16])[C:4]1[CH:9]=[CH:8][CH:7]=[C:6]([C:10]2[N:11]=[C:12]([CH3:15])[O:13][CH:14]=2)[CH:5]=1.[C:17]([O:20][C:21]([CH3:24])([CH3:23])[CH3:22])(=[O:19])[CH3:18].[Li], predict the reaction product. The product is: [C:21]([O:20][C:17](=[O:19])[CH2:18][C:3](=[O:16])[C:4]1[CH:9]=[CH:8][CH:7]=[C:6]([C:10]2[N:11]=[C:12]([CH3:15])[O:13][CH:14]=2)[CH:5]=1)([CH3:24])([CH3:23])[CH3:22]. (3) Given the reactants [NH2:1][C:2]1[CH:7]=[C:6]([C:8]([F:11])([F:10])[F:9])[CH:5]=[CH:4][C:3]=1[NH:12][CH2:13][CH2:14][OH:15].CN(C1C=CC=CN=1)C.CCN(CC)CC.[F:32][C:33]([F:44])([F:43])[C:34](O[C:34](=O)[C:33]([F:44])([F:43])[F:32])=O, predict the reaction product. The product is: [F:32][C:33]([F:44])([F:43])[C:34]1[N:12]([CH2:13][CH2:14][OH:15])[C:3]2[CH:4]=[CH:5][C:6]([C:8]([F:10])([F:11])[F:9])=[CH:7][C:2]=2[N:1]=1.